Dataset: Catalyst prediction with 721,799 reactions and 888 catalyst types from USPTO. Task: Predict which catalyst facilitates the given reaction. (1) Reactant: [Cl:1][C:2]1[CH:3]=[C:4]2[C:9](=[CH:10][CH:11]=1)[CH:8]=[C:7]([S:12]([CH2:15][CH2:16][C:17]([N:19]1[CH2:24][CH2:23][CH:22]([C:25]3[N:26]=[CH:27][N:28](C(C4C=CC=CC=4)(C4C=CC=CC=4)C4C=CC=CC=4)[CH:29]=3)[CH2:21][CH2:20]1)=[O:18])(=[O:14])=[O:13])[CH:6]=[CH:5]2.[CH3:49]I. Product: [Cl:1][C:2]1[CH:3]=[C:4]2[C:9](=[CH:10][CH:11]=1)[CH:8]=[C:7]([S:12]([CH2:15][CH2:16][C:17]([N:19]1[CH2:20][CH2:21][CH:22]([C:25]3[N:26]([CH3:49])[CH:27]=[N:28][CH:29]=3)[CH2:23][CH2:24]1)=[O:18])(=[O:14])=[O:13])[CH:6]=[CH:5]2. The catalyst class is: 3. (2) Reactant: [CH3:1][S-:2].[Na+].CS(O[CH2:9][C:10]1[CH:15]=[C:14]([N:16]2[CH2:21][CH2:20][O:19][CH2:18][C@H:17]2[CH3:22])[N:13]=[C:12]([Cl:23])[N:11]=1)(=O)=O.ClC1N=C(N2CCOC[C@H]2C)C=C(CCl)N=1.[I-].[Na+]. Product: [Cl:23][C:12]1[N:13]=[C:14]([N:16]2[CH2:21][CH2:20][O:19][CH2:18][C@H:17]2[CH3:22])[CH:15]=[C:10]([CH2:9][S:2][CH3:1])[N:11]=1. The catalyst class is: 210. (3) Reactant: Cl[C:2]1[C:7]([N+:8]([O-:10])=[O:9])=[CH:6][C:5]([F:11])=[CH:4][C:3]=1[N+:12]([O-:14])=[O:13].[CH3:15][NH2:16]. Product: [F:11][C:5]1[CH:6]=[C:7]([N+:8]([O-:10])=[O:9])[C:2]([NH:16][CH3:15])=[C:3]([N+:12]([O-:14])=[O:13])[CH:4]=1. The catalyst class is: 1. (4) The catalyst class is: 22. Product: [C:1]([O:5][C:6]([N:8]1[CH2:13][CH2:12][CH:11]([C:14]([Cl:19])=[O:16])[CH2:10][CH2:9]1)=[O:7])([CH3:4])([CH3:3])[CH3:2]. Reactant: [C:1]([O:5][C:6]([N:8]1[CH2:13][CH2:12][CH:11]([C:14]([OH:16])=O)[CH2:10][CH2:9]1)=[O:7])([CH3:4])([CH3:3])[CH3:2].S(Cl)([Cl:19])=O. (5) Reactant: [CH:1]1[C:9]2[C:8]3[CH:10]=[CH:11][CH:12]=[CH:13][C:7]=3[O:6][C:5]=2[CH:4]=[CH:3][C:2]=1[CH:14]=[O:15].[BH4-].[Na+]. Product: [CH:1]1[C:9]2[C:8]3[CH:10]=[CH:11][CH:12]=[CH:13][C:7]=3[O:6][C:5]=2[CH:4]=[CH:3][C:2]=1[CH2:14][OH:15]. The catalyst class is: 1. (6) Reactant: S1(CCCC1)(=O)=O.P(Cl)(Cl)(Cl)=O.[C:13]([C:15]1[C:16](O)=[C:17]2[C:27]3[CH2:26][CH2:25][N:24]([C:28]([O:30][C:31]([CH3:34])([CH3:33])[CH3:32])=[O:29])[CH2:23][C:22]=3[S:21][C:18]2=[N:19][CH:20]=1)#[N:14].[Cl-:36].[Na+]. Product: [Cl:36][C:16]1[C:15]([C:13]#[N:14])=[CH:20][N:19]=[C:18]2[S:21][C:22]3[CH2:23][N:24]([C:28]([O:30][C:31]([CH3:34])([CH3:33])[CH3:32])=[O:29])[CH2:25][CH2:26][C:27]=3[C:17]=12. The catalyst class is: 66. (7) Reactant: [F:1][C:2]1[CH:7]=[C:6]([F:8])[CH:5]=[CH:4][C:3]=1[C:9]1[N:10]=[C:11]2[N:15]([CH:16]=1)[CH:14]=[CH:13][O:12]2.C1C(=O)N([I:24])C(=O)C1.CN(C=O)C. Product: [F:1][C:2]1[CH:7]=[C:6]([F:8])[CH:5]=[CH:4][C:3]=1[C:9]1[N:10]=[C:11]2[N:15]([C:16]=1[I:24])[CH:14]=[CH:13][O:12]2. The catalyst class is: 6. (8) Reactant: C([O:5][C:6](=[O:31])[C:7]1[CH:12]=[CH:11][C:10]([CH2:13][N:14]2[C:18](=[O:19])[N:17]([CH:20]3[CH2:22][CH2:21]3)[C:16]([C:23]3[CH:28]=[CH:27][C:26]([Cl:29])=[CH:25][CH:24]=3)=[N:15]2)=[C:9]([Cl:30])[CH:8]=1)(C)(C)C.FC(F)(F)C(O)=O. Product: [Cl:30][C:9]1[CH:8]=[C:7]([CH:12]=[CH:11][C:10]=1[CH2:13][N:14]1[C:18](=[O:19])[N:17]([CH:20]2[CH2:22][CH2:21]2)[C:16]([C:23]2[CH:24]=[CH:25][C:26]([Cl:29])=[CH:27][CH:28]=2)=[N:15]1)[C:6]([OH:31])=[O:5]. The catalyst class is: 4. (9) The catalyst class is: 665. Reactant: CC12CCC(OC(=O)NCCCCCC([N:29]3[CH2:33][CH:32]([OH:34])[CH2:31][CH:30]3[CH:35](C3C=CC=CC=3)[O:36]C(C3C=CC(OC)=CC=3)C3C=CC(OC)=CC=3)=O)CC1=CCC1C2CCC2(C)C1CCC2CCCCCCCC.[P:70]([O:100]C[C@@H]1CC(O)CN1)([O:72][C@H:73]1[CH2:97][CH2:96][C@@:95]2([CH3:98])[C:75](=[CH:76][CH2:77][C@@H:78]3[C@@H:94]2[CH2:93][CH2:92][C@@:91]2([CH3:99])[C@H:79]3[CH2:80][CH2:81][C@@H:82]2[C@H:83]([CH3:90])[CH2:84][CH2:85][CH2:86][CH:87]([CH3:89])[CH3:88])[CH2:74]1)[NH2:71].C1(C)C=CC=CC=1.C(CCOP(N(C(C)C)C(C)C)N(C(C)C)C(C)C)#N.C(OCC)(=O)C. Product: [OH:34][CH:32]1[CH2:33][NH:29][C@H:30]([CH2:35][OH:36])[CH2:31]1.[CH3:89][CH:87]([CH2:86][CH2:85][CH2:84][C@H:83]([C@@H:82]1[C@:91]2([CH3:99])[C@H:79]([C@H:78]3[C@H:94]([CH2:93][CH2:92]2)[C@:95]2([CH3:98])[C:75]([CH2:74][C@H:73]([CH2:97][CH2:96]2)[OH:72])=[CH:76][CH2:77]3)[CH2:80][CH2:81]1)[CH3:90])[CH3:88].[P:70]([NH2:71])([O-:100])[O-:72]. (10) Product: [CH2:20]([O:23][C:24]1[C:25]([N+:33]([O-:35])=[O:34])=[C:26]([NH:9][C:3]2[CH:4]=[CH:5][C:6]([I:8])=[CH:7][C:2]=2[F:1])[C:27]([F:31])=[C:28]([F:30])[CH:29]=1)[CH:21]=[CH2:22]. The catalyst class is: 56. Reactant: [F:1][C:2]1[CH:7]=[C:6]([I:8])[CH:5]=[CH:4][C:3]=1[NH2:9].[Li+].C[Si]([N-][Si](C)(C)C)(C)C.[CH2:20]([O:23][C:24]1[CH:29]=[C:28]([F:30])[C:27]([F:31])=[C:26](F)[C:25]=1[N+:33]([O-:35])=[O:34])[CH:21]=[CH2:22].